Task: Predict which catalyst facilitates the given reaction.. Dataset: Catalyst prediction with 721,799 reactions and 888 catalyst types from USPTO (1) Reactant: Cl.[CH2:2]1[C:11]2[C:6](=[C:7]([NH:12][S:13]([CH3:16])(=[O:15])=[O:14])[CH:8]=[CH:9][CH:10]=2)[CH2:5][CH2:4][NH:3]1.[OH-].[Na+].S(O)(O)(=O)=O.CS[C:26](=[NH:28])[NH2:27]. Product: [C:26]([N:3]1[CH2:4][CH2:5][C:6]2[C:11](=[CH:10][CH:9]=[CH:8][C:7]=2[NH:12][S:13]([CH3:16])(=[O:15])=[O:14])[CH2:2]1)(=[NH:27])[NH2:28]. The catalyst class is: 6. (2) Reactant: C(N)(=O)C1C(=CC=CC=1)C(N)=O.[CH2:13]([N:20]1[C:25](=[O:26])[C:24]2[CH:27]=[N:28][CH:29]=[CH:30][C:23]=2[N:22]=[C:21]1[CH:31]([N:35]([CH2:45][CH2:46][CH2:47][N:48]1C(=O)C2C(=CC=CC=2)C1=O)[C:36](=[O:44])[C:37]1[CH:42]=[CH:41][C:40]([CH3:43])=[CH:39][CH:38]=1)[CH:32]([CH3:34])[CH3:33])[C:14]1[CH:19]=[CH:18][CH:17]=[CH:16][CH:15]=1.NN. Product: [NH2:48][CH2:47][CH2:46][CH2:45][N:35]([C@@H:31]([C:21]1[N:20]([CH2:13][C:14]2[CH:19]=[CH:18][CH:17]=[CH:16][CH:15]=2)[C:25](=[O:26])[C:24]2[CH:27]=[N:28][CH:29]=[CH:30][C:23]=2[N:22]=1)[CH:32]([CH3:34])[CH3:33])[C:36](=[O:44])[C:37]1[CH:42]=[CH:41][C:40]([CH3:43])=[CH:39][CH:38]=1.[NH2:48][CH2:47][CH2:46][CH2:45][N:35]([CH:31]([C:21]1[N:20]([CH2:13][C:14]2[CH:19]=[CH:18][CH:17]=[CH:16][CH:15]=2)[C:25](=[O:26])[C:24]2[CH:27]=[N:28][CH:29]=[CH:30][C:23]=2[N:22]=1)[CH:32]([CH3:34])[CH3:33])[C:36](=[O:44])[C:37]1[CH:42]=[CH:41][C:40]([CH3:43])=[CH:39][CH:38]=1. The catalyst class is: 14.